Dataset: Reaction yield outcomes from USPTO patents with 853,638 reactions. Task: Predict the reaction yield, written as a fraction of the theoretical maximum amount of product (1.0 means a 100% yield; for example, 0.34 means a 34% yield). The reactants are [F:1][C:2]1[CH:17]=[C:16]([C:18]2[C:19]3[C:20]4[CH:33]=[CH:32][S:31][C:21]=4[C:22](=[O:30])[NH:23][C:24]=3[CH:25]=[CH:26][C:27]=2[O:28][CH3:29])[CH:15]=[CH:14][C:3]=1[CH2:4][CH2:5][NH:6][C:7](=[O:13])[O:8][C:9]([CH3:12])([CH3:11])[CH3:10].C1C(=O)N([Cl:41])C(=O)C1. No catalyst specified. The product is [Cl:41][C:25]1[C:24]2[NH:23][C:22](=[O:30])[C:21]3[S:31][CH:32]=[CH:33][C:20]=3[C:19]=2[C:18]([C:16]2[CH:15]=[CH:14][C:3]([CH2:4][CH2:5][NH:6][C:7](=[O:13])[O:8][C:9]([CH3:12])([CH3:11])[CH3:10])=[C:2]([F:1])[CH:17]=2)=[C:27]([O:28][CH3:29])[CH:26]=1. The yield is 0.460.